This data is from Forward reaction prediction with 1.9M reactions from USPTO patents (1976-2016). The task is: Predict the product of the given reaction. Given the reactants [CH2:1]([SH:8])[C:2]1[CH:7]=[CH:6][CH:5]=[CH:4][CH:3]=1.C1C(=O)N(Cl)C(=O)C1.[C:17]1([Zn]Br)[CH:22]=[CH:21][CH:20]=[CH:19][CH:18]=1, predict the reaction product. The product is: [CH2:1]([S:8][C:17]1[CH:22]=[CH:21][CH:20]=[CH:19][CH:18]=1)[C:2]1[CH:7]=[CH:6][CH:5]=[CH:4][CH:3]=1.